From a dataset of Forward reaction prediction with 1.9M reactions from USPTO patents (1976-2016). Predict the product of the given reaction. (1) Given the reactants [OH:1][C@@H:2]([CH3:22])[CH2:3][N:4](CC1C=CC=CC=1)[CH2:5][CH2:6][O:7][CH2:8][C:9]1[CH:14]=[CH:13][CH:12]=[CH:11][CH:10]=1, predict the reaction product. The product is: [OH:1][C@@H:2]([CH3:22])[CH2:3][NH:4][CH2:5][CH2:6][O:7][CH2:8][C:9]1[CH:14]=[CH:13][CH:12]=[CH:11][CH:10]=1. (2) Given the reactants [F:1][CH:2]([F:29])[C:3]1[N:8]=[CH:7][C:6]([CH2:9][O:10][C:11]2[CH:26]=[CH:25][C:14]([CH2:15][NH:16][C:17]3[C:22]([NH2:23])=[CH:21][C:20]([I:24])=[CH:19][N:18]=3)=[CH:13][C:12]=2[O:27][CH3:28])=[CH:5][CH:4]=1.F[CH:31](F)C1N=CC(COC2C=CC(CN)=CC=2OC)=CC=1.C(OCC)(OCC)OCC.O.C1(C)C=CC(S(O)(=O)=O)=CC=1, predict the reaction product. The product is: [F:29][CH:2]([F:1])[C:3]1[N:8]=[CH:7][C:6]([CH2:9][O:10][C:11]2[CH:26]=[CH:25][C:14]([CH2:15][N:16]3[C:17]4=[N:18][CH:19]=[C:20]([I:24])[CH:21]=[C:22]4[N:23]=[CH:31]3)=[CH:13][C:12]=2[O:27][CH3:28])=[CH:5][CH:4]=1.